This data is from Forward reaction prediction with 1.9M reactions from USPTO patents (1976-2016). The task is: Predict the product of the given reaction. (1) Given the reactants [NH2:1][C:2]1[N:6]([C:7]2[C:12]([Cl:13])=[CH:11][C:10]([C:14]([F:17])([F:16])[F:15])=[CH:9][C:8]=2[Cl:18])[N:5]=[C:4]([CH:19]=[N:20][OH:21])[C:3]=1[S:22]([CH3:24])=[O:23].[CH3:25][N:26]=[C:27]=[O:28], predict the reaction product. The product is: [CH3:25][NH:26][C:27]([O:21][N:20]=[CH:19][C:4]1[C:3]([S:22]([CH3:24])=[O:23])=[C:2]([NH2:1])[N:6]([C:7]2[C:12]([Cl:13])=[CH:11][C:10]([C:14]([F:17])([F:16])[F:15])=[CH:9][C:8]=2[Cl:18])[N:5]=1)=[O:28]. (2) Given the reactants [OH:1][C:2]1[CH:9]=[CH:8][C:5]([CH:6]=[O:7])=[CH:4][C:3]=1[O:10][CH3:11].Br[CH2:13][C:14]1[CH:19]=[CH:18][C:17]([CH2:20]Br)=[CH:16][CH:15]=1.C(=O)([O-])[O-].[K+].[K+].[CH3:28][N:29]1[CH2:34][CH2:33][NH:32][CH2:31][CH2:30]1, predict the reaction product. The product is: [CH3:11][O:10][C:3]1[CH:4]=[C:5]([CH:8]=[CH:9][C:2]=1[O:1][CH2:13][C:14]1[CH:19]=[CH:18][C:17]([CH2:20][N:32]2[CH2:33][CH2:34][N:29]([CH3:28])[CH2:30][CH2:31]2)=[CH:16][CH:15]=1)[CH:6]=[O:7]. (3) Given the reactants [C:1]([CH:3]1[CH2:8][CH2:7][N:6]([C:9](=[O:35])[C@H:10]([NH:14][C:15]([C:17]2[C:25]3[C:20](=[N:21][CH:22]=[C:23](Br)[N:24]=3)[N:19]([CH2:27][O:28][CH2:29][CH2:30][Si:31]([CH3:34])([CH3:33])[CH3:32])[CH:18]=2)=[O:16])[CH:11]2[CH2:13][CH2:12]2)[CH2:5][CH2:4]1)#[N:2].[C:36]([C:40]1[CH:45]=[CH:44][N:43]=[C:42]([Sn](CCCC)(CCCC)CCCC)[CH:41]=1)([CH3:39])([CH3:38])[CH3:37], predict the reaction product. The product is: [C:1]([CH:3]1[CH2:8][CH2:7][N:6]([C:9](=[O:35])[C@H:10]([NH:14][C:15]([C:17]2[C:25]3[C:20](=[N:21][CH:22]=[C:23]([C:42]4[CH:41]=[C:40]([C:36]([CH3:39])([CH3:38])[CH3:37])[CH:45]=[CH:44][N:43]=4)[N:24]=3)[N:19]([CH2:27][O:28][CH2:29][CH2:30][Si:31]([CH3:34])([CH3:33])[CH3:32])[CH:18]=2)=[O:16])[CH:11]2[CH2:13][CH2:12]2)[CH2:5][CH2:4]1)#[N:2]. (4) Given the reactants [Br:1]Br.[CH3:3][N:4]1[CH2:9][CH2:8][C:7](=[C:10]2[C:19]3[CH:20]=[CH:21][CH:22]=[CH:23][C:18]=3[CH2:17][CH2:16][C:15]3[CH:14]=[CH:13][S:12][C:11]2=3)[CH2:6][CH2:5]1.C(=O)(O)[O-].[Na+], predict the reaction product. The product is: [BrH:1].[Br:1][C:13]1[S:12][C:11]2[C:10](=[C:7]3[CH2:8][CH2:9][N:4]([CH3:3])[CH2:5][CH2:6]3)[C:19]3[CH:20]=[CH:21][CH:22]=[CH:23][C:18]=3[CH2:17][CH2:16][C:15]=2[CH:14]=1.